This data is from Full USPTO retrosynthesis dataset with 1.9M reactions from patents (1976-2016). The task is: Predict the reactants needed to synthesize the given product. (1) Given the product [OH:43][C:6]1[CH:5]=[C:4]([OH:36])[CH:3]=[C:2]([O:26][CH3:25])[C:1]=1[CH:7]=[CH:8][C:9]([C:11]1[CH:16]=[CH:15][CH:14]=[CH:13][CH:12]=1)=[O:10], predict the reactants needed to synthesize it. The reactants are: [C:1]1([CH:7]=[CH:8][C:9]([C:11]2[CH:16]=[CH:15][CH:14]=[CH:13][CH:12]=2)=[O:10])[CH:6]=[CH:5][CH:4]=[CH:3][CH:2]=1.C1C=CC(CC[C:25](C2C=CC=CC=2O)=[O:26])=CC=1.C(C1C=CC=CC=1)(=[O:36])C.[OH-:43].[K+]. (2) Given the product [Cl:1][C:2]1[CH:7]=[CH:6][C:5]([C:8]2[CH:9]=[CH:10][C:11]([NH:14][C:15](=[O:26])/[CH:16]=[CH:17]/[C:18]3[CH:19]=[CH:20][C:21]([CH2:24][OH:25])=[CH:22][CH:23]=3)=[CH:12][CH:13]=2)=[CH:4][CH:3]=1, predict the reactants needed to synthesize it. The reactants are: [Cl:1][C:2]1[CH:7]=[CH:6][C:5]([C:8]2[CH:13]=[CH:12][C:11]([NH:14][C:15](=[O:26])/[CH:16]=[CH:17]/[C:18]3[CH:23]=[CH:22][C:21]([CH:24]=[O:25])=[CH:20][CH:19]=3)=[CH:10][CH:9]=2)=[CH:4][CH:3]=1.C(O)(=O)C.C(O[BH-](OC(=O)C)OC(=O)C)(=O)C.[Na+].O. (3) Given the product [OH:1][C@@H:2]1[C@H:6]([OH:7])[CH:5]([CH2:8][OH:9])[O:4][C@H:3]1[N:10]1[CH:18]=[N:17][C:16]2[C:11]1=[N:12][C:13]([N:20]1[CH:24]=[C:23]([C:25]([NH:27][CH2:28][C:29]3[CH:33]=[CH:32][C:35]([Cl:34])=[CH:31][CH:30]=3)=[O:26])[CH:22]=[N:21]1)=[N:14][C:15]=2[NH2:19], predict the reactants needed to synthesize it. The reactants are: [OH:1][C@@H:2]1[C@H:6]([OH:7])[C@@H:5]([CH2:8][OH:9])[O:4][C@H:3]1[N:10]1[CH:18]=[N:17][C:16]2[C:11]1=[N:12][C:13]([N:20]1[CH:24]=[C:23]([C:25]([NH:27][CH2:28][CH:29]3[CH2:33][CH2:32][CH2:31][CH2:30]3)=[O:26])[CH:22]=[N:21]1)=[N:14][C:15]=2[NH2:19].[Cl:34][C:35]1C=CC(CN)=CC=1. (4) Given the product [C:1]([O:5][C:6](=[O:16])[N:7]([C:8]1[CH:13]=[CH:12][C:11]([F:14])=[C:10]([Br:15])[CH:9]=1)[CH2:23][CH:20]1[CH2:21][CH2:22][O:17][CH2:18][CH2:19]1)([CH3:4])([CH3:2])[CH3:3], predict the reactants needed to synthesize it. The reactants are: [C:1]([O:5][C:6](=[O:16])[NH:7][C:8]1[CH:13]=[CH:12][C:11]([F:14])=[C:10]([Br:15])[CH:9]=1)([CH3:4])([CH3:3])[CH3:2].[O:17]1[CH2:22][CH2:21][CH:20]([CH2:23]OS(C2C=CC(C)=CC=2)(=O)=O)[CH2:19][CH2:18]1.[H-].[Na+]. (5) The reactants are: [CH3:1][C:2]1[C:10]2[CH2:9][O:8][C:7](=[O:11])[C:6]=2[CH:5]=[CH:4][C:3]=1[C@@H:12]1[CH2:14][O:13]1.[CH2:15]1[C:19]2([CH2:24][CH2:23][CH2:22][N:21]([C:25]([O:27][C:28]([CH3:31])([CH3:30])[CH3:29])=[O:26])[CH2:20]2)[CH2:18][CH2:17][NH:16]1. Given the product [OH:13][C@H:12]([C:3]1[C:2]([CH3:1])=[C:10]2[C:6](=[CH:5][CH:4]=1)[C:7](=[O:11])[O:8][CH2:9]2)[CH2:14][N:16]1[CH2:17][CH2:18][C:19]2([CH2:24][CH2:23][CH2:22][N:21]([C:25]([O:27][C:28]([CH3:31])([CH3:30])[CH3:29])=[O:26])[CH2:20]2)[CH2:15]1, predict the reactants needed to synthesize it.